This data is from Full USPTO retrosynthesis dataset with 1.9M reactions from patents (1976-2016). The task is: Predict the reactants needed to synthesize the given product. (1) Given the product [NH2:11][CH:12]([CH2:23][CH2:24][P:25]([O:34][CH2:35][CH2:36][CH2:37][CH3:38])([O:27][C:28]1[CH:33]=[CH:32][CH:31]=[CH:30][CH:29]=1)=[O:26])[C:13]([OH:15])=[O:14], predict the reactants needed to synthesize it. The reactants are: C(OC([NH:11][CH:12]([CH2:23][CH2:24][P:25]([O:34][CH2:35][CH2:36][CH2:37][CH3:38])([O:27][C:28]1[CH:33]=[CH:32][CH:31]=[CH:30][CH:29]=1)=[O:26])[C:13]([O:15]CC1C=CC=CC=1)=[O:14])=O)C1C=CC=CC=1.[H][H]. (2) Given the product [CH3:1][O:2][C:3]1[CH:4]=[C:5]2[C:10](=[CH:11][C:12]=1[O:13][CH3:14])[N:9]=[CH:8][CH:7]=[C:6]2[O:15][C:16]1[CH:22]=[CH:21][C:19]([NH:20][C:41](=[O:47])[O:40][CH2:38][CH2:59][CH2:58][S:57][C:51]2[CH:52]=[C:53]([CH3:56])[CH:54]=[CH:55][C:50]=2[CH3:49])=[CH:18][CH:17]=1, predict the reactants needed to synthesize it. The reactants are: [CH3:1][O:2][C:3]1[CH:4]=[C:5]2[C:10](=[CH:11][C:12]=1[O:13][CH3:14])[N:9]=[CH:8][CH:7]=[C:6]2[O:15][C:16]1[CH:22]=[CH:21][C:19]([NH2:20])=[CH:18][CH:17]=1.C1(C)C=CC=CC=1.C(N(CC)CC)C.Cl[C:38](Cl)([O:40][C:41](=[O:47])OC(Cl)(Cl)Cl)Cl.[CH3:49][C:50]1[CH:55]=[CH:54][C:53]([CH3:56])=[CH:52][C:51]=1[S:57][CH:58](C)[CH2:59]O. (3) Given the product [Cl:1][C:2]1[CH:9]=[CH:8][C:5]([CH:6]2[CH2:7][CH:12]2[C:13]([OH:15])=[O:14])=[CH:4][CH:3]=1, predict the reactants needed to synthesize it. The reactants are: [Cl:1][C:2]1[CH:9]=[CH:8][C:5]([CH:6]=[CH2:7])=[CH:4][CH:3]=1.[N+](=[CH:12][C:13]([O:15]CC)=[O:14])=[N-].O.[OH-].[Li+].CCOC(C)=O. (4) Given the product [Cl:22][C:13]1[CH:14]=[CH:15][CH:16]=[C:17]([C:18]([F:21])([F:20])[F:19])[C:12]=1[C:11]([N:8]1[C:9]2[C:5](=[CH:4][CH:3]=[C:2]([NH:1][CH3:35])[CH:10]=2)[C:6]([C:24]2[CH:33]=[CH:32][C:27]([C:28]([O:30][CH3:31])=[O:29])=[CH:26][C:25]=2[F:34])=[N:7]1)=[O:23], predict the reactants needed to synthesize it. The reactants are: [NH2:1][C:2]1[CH:10]=[C:9]2[C:5]([C:6]([C:24]3[CH:33]=[CH:32][C:27]([C:28]([O:30][CH3:31])=[O:29])=[CH:26][C:25]=3[F:34])=[N:7][N:8]2[C:11](=[O:23])[C:12]2[C:17]([C:18]([F:21])([F:20])[F:19])=[CH:16][CH:15]=[CH:14][C:13]=2[Cl:22])=[CH:4][CH:3]=1.[CH3:35]I. (5) The reactants are: [C:1]([NH:3][C@@H:4]1[CH2:9][CH2:8][CH2:7][CH2:6][C@@H:5]1[NH:10][C:11]1[C:20]2[C:15](=[CH:16][CH:17]=[C:18]([CH3:21])[CH:19]=2)[N:14]=[C:13]([C:22]([NH:24][CH2:25][CH2:26][O:27][CH3:28])=[O:23])[N:12]=1)#[N:2].Cl.[CH3:30][O:31][NH2:32].C(=O)([O-])[O-].[Na+].[Na+]. Given the product [NH2:2][C:1]([NH:3][C@@H:4]1[CH2:9][CH2:8][CH2:7][CH2:6][C@@H:5]1[NH:10][C:11]1[C:20]2[C:15](=[CH:16][CH:17]=[C:18]([CH3:21])[CH:19]=2)[N:14]=[C:13]([C:22]([NH:24][CH2:25][CH2:26][O:27][CH3:28])=[O:23])[N:12]=1)=[N:32][O:31][CH3:30], predict the reactants needed to synthesize it. (6) Given the product [O:23]1[CH:24]=[CH:25][CH:26]=[C:22]1[C:20]1[N:10]([S:7]([C:1]2[CH:6]=[CH:5][CH:4]=[CH:3][CH:2]=2)(=[O:9])=[O:8])[C:11]2=[N:12][CH:13]=[C:14]([S:18][CH3:19])[CH:15]=[C:16]2[CH:21]=1, predict the reactants needed to synthesize it. The reactants are: [C:1]1([S:7]([NH:10][C:11]2[C:16](I)=[CH:15][C:14]([S:18][CH3:19])=[CH:13][N:12]=2)(=[O:9])=[O:8])[CH:6]=[CH:5][CH:4]=[CH:3][CH:2]=1.[C:20]([C:22]1[O:23][CH:24]=[CH:25][CH:26]=1)#[CH:21].C(N(CC)CC)C.O.